From a dataset of Reaction yield outcomes from USPTO patents with 853,638 reactions. Predict the reaction yield, written as a fraction of the theoretical maximum amount of product (1.0 means a 100% yield; for example, 0.34 means a 34% yield). The reactants are C(N1CC2C(N(C)CCC[CH:20]([C:32]3C=CC(C#N)=CC=3)[O:21][C:22]3[CH:27]=[CH:26][C:25](OC)=[C:24](OC)[CH:23]=3)C(CC2)C1)C1C=CC=CC=1.[CH:41]12[CH:48]([N:49]([CH3:57])[C:50](=[O:56])[O:51][C:52]([CH3:55])([CH3:54])[CH3:53])[CH:45]([CH2:46][CH2:47]1)[CH2:44][NH:43][CH2:42]2.C([O-])([O-])=O.[K+].[K+].[CH3:64][N:65](C=O)C. The catalyst is C(Cl)Cl. The product is [C:64]([C:25]1[CH:24]=[CH:23][C:22]([O:21][CH2:20][CH2:32][N:43]2[CH2:44][CH:45]3[CH:48]([N:49]([CH3:57])[C:50](=[O:56])[O:51][C:52]([CH3:53])([CH3:54])[CH3:55])[CH:41]([CH2:47][CH2:46]3)[CH2:42]2)=[CH:27][CH:26]=1)#[N:65]. The yield is 0.760.